From a dataset of Peptide-MHC class I binding affinity with 185,985 pairs from IEDB/IMGT. Regression. Given a peptide amino acid sequence and an MHC pseudo amino acid sequence, predict their binding affinity value. This is MHC class I binding data. (1) The peptide sequence is KSVGVERTM. The MHC is HLA-A26:01 with pseudo-sequence HLA-A26:01. The binding affinity (normalized) is 0.0847. (2) The peptide sequence is QASQEVKNW. The MHC is HLA-A23:01 with pseudo-sequence HLA-A23:01. The binding affinity (normalized) is 0. (3) The MHC is HLA-B27:03 with pseudo-sequence HLA-B27:03. The binding affinity (normalized) is 0.0847. The peptide sequence is SQYDPKELL. (4) The peptide sequence is VSANVKGNW. The MHC is HLA-A02:19 with pseudo-sequence HLA-A02:19. The binding affinity (normalized) is 0.0847. (5) The MHC is HLA-A68:01 with pseudo-sequence HLA-A68:01. The binding affinity (normalized) is 0. The peptide sequence is SCSFKVGHH. (6) The binding affinity (normalized) is 0.0847. The peptide sequence is VTLFSNLGY. The MHC is HLA-A25:01 with pseudo-sequence HLA-A25:01. (7) The peptide sequence is RLRYNLCKYL. The MHC is HLA-A02:01 with pseudo-sequence HLA-A02:01. The binding affinity (normalized) is 0.253. (8) The peptide sequence is ETIEILRNY. The MHC is HLA-A30:01 with pseudo-sequence HLA-A30:01. The binding affinity (normalized) is 0.459. (9) The peptide sequence is NSSIISLFY. The MHC is HLA-A68:01 with pseudo-sequence HLA-A68:01. The binding affinity (normalized) is 0.554. (10) The peptide sequence is AVLSEYETM. The MHC is HLA-A02:03 with pseudo-sequence HLA-A02:03. The binding affinity (normalized) is 0.175.